Task: Regression. Given a peptide amino acid sequence and an MHC pseudo amino acid sequence, predict their binding affinity value. This is MHC class I binding data.. Dataset: Peptide-MHC class I binding affinity with 185,985 pairs from IEDB/IMGT (1) The peptide sequence is FSFPQITLW. The MHC is HLA-A29:02 with pseudo-sequence HLA-A29:02. The binding affinity (normalized) is 0.198. (2) The peptide sequence is RTSIVGRAW. The MHC is HLA-B07:02 with pseudo-sequence HLA-B07:02. The binding affinity (normalized) is 0.236. (3) The MHC is HLA-B35:01 with pseudo-sequence HLA-B35:01. The peptide sequence is SRQRQAIPY. The binding affinity (normalized) is 0.0847. (4) The peptide sequence is SILPISWAY. The MHC is HLA-B45:06 with pseudo-sequence HLA-B45:06. The binding affinity (normalized) is 0.213. (5) The peptide sequence is RGRAATMAL. The MHC is HLA-A03:01 with pseudo-sequence HLA-A03:01. The binding affinity (normalized) is 0.0847. (6) The peptide sequence is ERYLKDQQL. The MHC is HLA-B35:01 with pseudo-sequence HLA-B35:01. The binding affinity (normalized) is 0. (7) The peptide sequence is KTKRILPSI. The MHC is HLA-A30:01 with pseudo-sequence HLA-A30:01. The binding affinity (normalized) is 0.823.